From a dataset of Forward reaction prediction with 1.9M reactions from USPTO patents (1976-2016). Predict the product of the given reaction. (1) Given the reactants Cl[C:2]1[C:7]([C:8]#[N:9])=[N:6][CH:5]=[CH:4][N:3]=1.[SH:10][CH2:11][CH2:12][C:13]([O:15][CH3:16])=[O:14].C[O-].[Na+].O, predict the reaction product. The product is: [C:8]([C:7]1[C:2]([S:10][CH2:11][CH2:12][C:13]([O:15][CH3:16])=[O:14])=[N:3][CH:4]=[CH:5][N:6]=1)#[N:9]. (2) Given the reactants [NH2:1][CH2:2][CH2:3][CH2:4][O:5][C:6]1[CH:11]=[CH:10][C:9]([F:12])=[CH:8][C:7]=1[C@H:13]1[CH2:17][CH2:16][CH2:15][N:14]1[C:18]1[CH:23]=[CH:22][N:21]2[N:24]=[CH:25][C:26]([CH2:27]O)=[C:20]2[N:19]=1.C1C=CC(P(C2C=CC=CC=2)C2C=CC=CC=2)=CC=1.ClC(Cl)(Cl)Cl, predict the reaction product. The product is: [F:12][C:9]1[CH:8]=[C:7]2[C:6](=[CH:11][CH:10]=1)[O:5][CH2:4][CH2:3][CH2:2][NH:1][CH2:27][C:26]1=[C:20]3[N:19]=[C:18]([CH:23]=[CH:22][N:21]3[N:24]=[CH:25]1)[N:14]1[C@@H:13]2[CH2:17][CH2:16][CH2:15]1.